The task is: Predict which catalyst facilitates the given reaction.. This data is from Catalyst prediction with 721,799 reactions and 888 catalyst types from USPTO. (1) Reactant: [CH2:1]([NH:8][CH2:9][C@@H:10]([OH:15])[C:11]([F:14])([F:13])[F:12])[C:2]1[CH:7]=[CH:6][CH:5]=[CH:4][CH:3]=1.CCN(C(C)C)C(C)C.Cl[C@@H:26]([CH3:30])[C:27](O)=[O:28].C(P1(=O)OP(=O)(CCC)OP(=O)(CCC)[O:35]1)CC. Product: [CH2:1]([N:8]([CH2:9][C@@H:10]([OH:15])[C:11]([F:14])([F:13])[F:12])[C:27](=[O:28])[C@@H:26]([OH:35])[CH3:30])[C:2]1[CH:3]=[CH:4][CH:5]=[CH:6][CH:7]=1. The catalyst class is: 23. (2) Reactant: [O:1]=[C:2]1[C:11]2[C:6](=[CH:7][CH:8]=[CH:9][CH:10]=2)[N:5]=[CH:4][N:3]1[C@@H:12]1[CH2:17][CH2:16][CH2:15][N:14]([C:18]2[CH:26]=[CH:25][C:24]([C:27]#[N:28])=[C:23]3[C:19]=2[CH:20]=[CH:21][N:22]3S(C2C=CC(C)=CC=2)(=O)=O)[CH2:13]1.FC1C=CC(C#N)=C2C=1C=CN2S(C1C=CC(C)=CC=1)(=O)=O.N1CCC[C@@H](N2C(=O)C3C(=CC=CC=3)N=C2)C1.C(=O)([O-])[O-].[Cs+].[Cs+]. Product: [O:1]=[C:2]1[C:11]2[C:6](=[CH:7][CH:8]=[CH:9][CH:10]=2)[N:5]=[CH:4][N:3]1[C@@H:12]1[CH2:17][CH2:16][CH2:15][N:14]([C:18]2[CH:26]=[CH:25][C:24]([C:27]#[N:28])=[C:23]3[C:19]=2[CH:20]=[CH:21][NH:22]3)[CH2:13]1. The catalyst class is: 87. (3) Reactant: [CH:1]1([CH2:6][CH:7]([C:11]2[CH:16]=[CH:15][C:14]([C:17]#[C:18][C:19]3[CH:24]=[CH:23][CH:22]=[CH:21][N:20]=3)=[CH:13][CH:12]=2)[C:8]([OH:10])=O)[CH2:5][CH2:4][CH2:3][CH2:2]1.F[P-](F)(F)(F)(F)F.N1(O[P+](N(C)C)(N(C)C)N(C)C)C2C=CC=CC=2N=N1.C(N(CC)CC)C.[NH2:59][C:60]1[S:61][CH:62]=[CH:63][N:64]=1. Product: [CH:1]1([CH2:6][CH:7]([C:11]2[CH:12]=[CH:13][C:14]([C:17]#[C:18][C:19]3[CH:24]=[CH:23][CH:22]=[CH:21][N:20]=3)=[CH:15][CH:16]=2)[C:8]([NH:59][C:60]2[S:61][CH:62]=[CH:63][N:64]=2)=[O:10])[CH2:2][CH2:3][CH2:4][CH2:5]1. The catalyst class is: 34. (4) Reactant: [CH3:1][CH:2]([CH3:13])[C:3]([C:5]1[CH:10]=[CH:9][C:8]([CH3:11])=[CH:7][C:6]=1[CH3:12])=[O:4].S(Cl)([Cl:17])(=O)=O. Product: [Cl:17][C:2]([CH3:13])([CH3:1])[C:3]([C:5]1[CH:10]=[CH:9][C:8]([CH3:11])=[CH:7][C:6]=1[CH3:12])=[O:4]. The catalyst class is: 194. (5) Product: [CH2:1]([C:3]([C:21]1[CH:26]=[CH:25][C:24]([O:27][CH2:41][C@@H:39]2[O:40][C:36](=[O:35])[CH2:37][CH2:38]2)=[C:23]([CH3:28])[CH:22]=1)([C:6]1[CH:11]=[CH:10][C:9]([CH2:12][CH2:13][CH:14]([OH:19])[C:15]2([CH3:18])[CH2:17][CH2:16]2)=[C:8]([CH3:20])[CH:7]=1)[CH2:4][CH3:5])[CH3:2]. The catalyst class is: 3. Reactant: [CH2:1]([C:3]([C:21]1[CH:26]=[CH:25][C:24]([OH:27])=[C:23]([CH3:28])[CH:22]=1)([C:6]1[CH:11]=[CH:10][C:9]([CH2:12][CH2:13][CH:14]([OH:19])[C:15]2([CH3:18])[CH2:17][CH2:16]2)=[C:8]([CH3:20])[CH:7]=1)[CH2:4][CH3:5])[CH3:2].C([O-])([O-])=O.[K+].[K+].[O:35]=[C:36]1[O:40][C@@H:39]([CH2:41]OS(C2C=CC(C)=CC=2)(=O)=O)[CH2:38][CH2:37]1.C(OCC)(=O)C.